This data is from Catalyst prediction with 721,799 reactions and 888 catalyst types from USPTO. The task is: Predict which catalyst facilitates the given reaction. (1) Product: [Cl:1][C:2]1[C:7]2[N:8]=[CH:9][C:10]3[N:11]([CH2:12][N:13]([O:15][CH:23]([F:28])[F:27])[CH:14]=3)[C:6]=2[N:5]([CH2:16][CH2:17][CH3:18])[CH2:4][C:3]=1[CH3:19]. Reactant: [Cl:1][C:2]1[C:7]2[N:8]=[CH:9][C:10]3[N:11]([CH2:12][N:13]([OH:15])[CH:14]=3)[C:6]=2[N:5]([CH2:16][CH2:17][CH3:18])[CH2:4][C:3]=1[CH3:19].[OH-].[Na+].Cl[C:23]([F:28])([F:27])C(O)=O. The catalyst class is: 9. (2) Reactant: Cl[C:2]1C=C(C=C[CH:11]=1)C(OO)=O.C(S[C:15]1[N:19]([C:20]2[N:32]([CH3:33])[C:23]3=[N:24][CH:25]=[C:26]([C:28]([F:31])([F:30])[F:29])[CH:27]=[C:22]3[N:21]=2)[CH:18]=[CH:17][N:16]=1)C.[S:34]([O-:38])([O-])(=[O:36])=S.[Na+].[Na+]. Product: [CH2:2]([S:34]([C:15]1[N:19]([C:20]2[N:32]([CH3:33])[C:23]3=[N:24][CH:25]=[C:26]([C:28]([F:31])([F:29])[F:30])[CH:27]=[C:22]3[N:21]=2)[CH:18]=[CH:17][N:16]=1)(=[O:38])=[O:36])[CH3:11]. The catalyst class is: 22. (3) Reactant: [CH2:1]([O:3][C:4](=[O:30])[CH2:5][N:6]1[C:15]2[C:10](=[C:11]([F:20])[CH:12]=[CH:13][C:14]=2[O:16][CH2:17][CH2:18][CH3:19])[C:9](=[O:21])[C:8]([C:22]2[CH:27]=[CH:26][C:25]([O:28]C)=[CH:24][CH:23]=2)=[CH:7]1)[CH3:2].ClCCl.B(Br)(Br)Br.O. Product: [CH2:1]([O:3][C:4](=[O:30])[CH2:5][N:6]1[C:15]2[C:10](=[C:11]([F:20])[CH:12]=[CH:13][C:14]=2[O:16][CH2:17][CH2:18][CH3:19])[C:9](=[O:21])[C:8]([C:22]2[CH:27]=[CH:26][C:25]([OH:28])=[CH:24][CH:23]=2)=[CH:7]1)[CH3:2]. The catalyst class is: 4. (4) Reactant: C([O:8][C:9]1[CH:13]([CH2:14][CH:15]2[CH2:20][CH2:19][S:18](=[O:22])(=[O:21])[CH2:17][CH2:16]2)[NH:12][C:11](=[O:23])[C:10]=1[C:24]1[CH:29]=[C:28]([CH3:30])[CH:27]=[CH:26][C:25]=1[CH3:31])C1C=CC=CC=1. Product: [CH3:31][C:25]1[CH:26]=[CH:27][C:28]([CH3:30])=[CH:29][C:24]=1[C:10]1[C:11](=[O:23])[NH:12][CH:13]([CH2:14][CH:15]2[CH2:16][CH2:17][S:18](=[O:22])(=[O:21])[CH2:19][CH2:20]2)[C:9]=1[OH:8]. The catalyst class is: 19. (5) Reactant: [CH3:1][O:2][C:3]1[CH:8]=[CH:7][N:6]=[C:5]([CH3:9])[CH:4]=1.Br[CH2:11][C:12](=O)[CH3:13].N12CCCN=C1CCCCC2. Product: [CH3:1][O:2][C:3]1[CH:8]=[CH:7][N:6]2[C:5]([CH:4]=1)=[CH:9][C:12]([CH3:13])=[CH:11]2. The catalyst class is: 48. (6) Reactant: O=[C:2]1[CH2:6][CH2:5][C@@H:4]([C:7]([OH:9])=[O:8])[N:3]1[C:10]([OH:12])=[O:11].[Li+].[B-](CC)(CC)CC.C(N(C(C)C)C(C)C)C.CN(C1C=CC=CN=1)C.FC(F)(F)C(OC(=O)C(F)(F)F)=O. Product: [N:3]1([C:10]([OH:12])=[O:11])[CH:4]([C:7]([OH:9])=[O:8])[CH2:5][CH:6]=[CH:2]1. The catalyst class is: 93. (7) Reactant: C(O)(=O)C.[NH2:5][C:6]1[CH:14]=[C:13]([F:15])[C:12]([F:16])=[CH:11][C:7]=1[C:8]([OH:10])=[O:9].[C:17]1(=O)[CH2:21][CH2:20][CH2:19][CH2:18]1.C(O[BH-](OC(=O)C)OC(=O)C)(=O)C.[Na+]. Product: [CH:17]1([NH:5][C:6]2[CH:14]=[C:13]([F:15])[C:12]([F:16])=[CH:11][C:7]=2[C:8]([OH:10])=[O:9])[CH2:21][CH2:20][CH2:19][CH2:18]1. The catalyst class is: 6. (8) Product: [F:23][C:24]1([F:30])[CH2:26][CH:25]1[C:27]1[NH:21][C:8]2[C:7]([C:6]3[C:2]([CH3:1])=[N:3][NH:4][C:5]=3[CH3:22])=[CH:12][C:11]([C:13]3[C:14]([CH3:19])=[N:15][O:16][C:17]=3[CH3:18])=[CH:10][C:9]=2[N:20]=1. Reactant: [CH3:1][C:2]1[C:6]([C:7]2[CH:12]=[C:11]([C:13]3[C:14]([CH3:19])=[N:15][O:16][C:17]=3[CH3:18])[CH:10]=[C:9]([NH2:20])[C:8]=2[NH2:21])=[C:5]([CH3:22])[NH:4][N:3]=1.[F:23][C:24]1([F:30])[CH2:26][CH:25]1[C:27](O)=O.CCN(C(C)C)C(C)C.CN(C(ON1N=NC2C=CC=NC1=2)=[N+](C)C)C.F[P-](F)(F)(F)(F)F.C(O)(C(F)(F)F)=O. The catalyst class is: 3. (9) Product: [NH2:20][C:18]1[N:17]([C:2]2[CH:3]=[C:4]([CH2:5][OH:6])[CH:7]=[C:8]([F:10])[CH:9]=2)[N:16]=[C:15]([C:11]([CH3:14])([CH3:13])[CH3:12])[CH:19]=1. Reactant: Br[C:2]1[CH:3]=[C:4]([CH:7]=[C:8]([F:10])[CH:9]=1)[CH2:5][OH:6].[C:11]([C:15]1[CH:19]=[C:18]([NH2:20])[NH:17][N:16]=1)([CH3:14])([CH3:13])[CH3:12].C(=O)([O-])[O-].[K+].[K+]. The catalyst class is: 205.